This data is from Reaction yield outcomes from USPTO patents with 853,638 reactions. The task is: Predict the reaction yield, written as a fraction of the theoretical maximum amount of product (1.0 means a 100% yield; for example, 0.34 means a 34% yield). (1) The reactants are P(Cl)(Cl)([Cl:3])=O.[C:6]([CH2:9][O:10][C:11]1[CH:19]=[CH:18][CH:17]=[CH:16][C:12]=1[C:13](O)=O)(O)=[O:7]. The catalyst is CN(C=O)C. The product is [Cl:3][C:13]1[C:12]2[CH:16]=[CH:17][CH:18]=[CH:19][C:11]=2[O:10][C:9]=1[CH:6]=[O:7]. The yield is 0.260. (2) The reactants are C(OC([C:11]1[C:19]2[C:14](=[CH:15][CH:16]=[C:17](CCOS(C)(=O)=O)[CH:18]=2)[NH:13][C:12]=1C)=O)C1C=CC=CC=1.C([O-])([O-])=O.[K+].[K+].Cl.[NH:35]1CCC1. The catalyst is O1CCOCC1. The product is [NH:13]1[C:14]2[C:19](=[CH:18][CH:17]=[CH:16][CH:15]=2)[CH:11]=[C:12]1[NH2:35]. The yield is 0.110. (3) The reactants are [F:1][C:2]1[CH:7]=[CH:6][CH:5]=[C:4]([N+]([O-])=O)[C:3]=1[C:11]1[S:12][C:13]2[CH:14]=[N:15][CH:16]=[C:17]([F:20])[C:18]=2[N:19]=1.FC1C=CC=C([N+]([O-])=O)C=1C([Cl:34])=[N:25][C:26]1[C:31](F)=[CH:30][N:29]=[CH:28][C:27]=1F.[NH2:42][C:43](N)=S.[N:46]1C=CC=CC=1.CCN(CC)CC. The catalyst is C(O)(C)C. The product is [ClH:34].[F:1][C:2]1[C:3]([C:11]2[S:12][C:13]3[C:14]([NH:46][C:30]4[CH:31]=[C:26]([CH3:27])[N:25]=[CH:28][N:29]=4)=[N:15][CH:16]=[C:17]([F:20])[C:18]=3[N:19]=2)=[C:4]([CH:5]=[CH:6][CH:7]=1)[C:43]#[N:42]. The yield is 0.410. (4) The product is [O:4]=[C:5]1[C:14]2[C:9](=[C:10]([NH:15][C:16]([C:18]3[CH:23]=[N:22][CH:21]=[CH:20][N:19]=3)=[O:17])[CH:11]=[CH:12][CH:13]=2)[NH:8][C:7]([C:24]2[CH:29]=[CH:28][CH:27]=[C:26]([C:30]([F:33])([F:32])[F:31])[CH:25]=2)=[CH:6]1. The reactants are C([O:4][C:5]1[C:14]2[C:9](=[C:10]([NH:15][C:16]([C:18]3[CH:23]=[N:22][CH:21]=[CH:20][N:19]=3)=[O:17])[CH:11]=[CH:12][CH:13]=2)[N:8]=[C:7]([C:24]2[CH:29]=[CH:28][CH:27]=[C:26]([C:30]([F:33])([F:32])[F:31])[CH:25]=2)[CH:6]=1)(=O)C.Cl. The yield is 0.700. The catalyst is C1COCC1.[OH-].[Na+]. (5) The reactants are [OH-].[Na+].[Cl:3][C:4]1[CH:13]=[CH:12][C:11]([C:14]2[S:18][CH:17]=[N:16][CH:15]=2)=[CH:10][C:5]=1[C:6]([O:8]C)=[O:7].Cl. The catalyst is CO. The product is [Cl:3][C:4]1[CH:13]=[CH:12][C:11]([C:14]2[S:18][CH:17]=[N:16][CH:15]=2)=[CH:10][C:5]=1[C:6]([OH:8])=[O:7]. The yield is 0.820. (6) The product is [CH3:10][C:11]1[N:12]=[C:13]([C:19]2[CH:20]=[N:21][CH:22]=[CH:23][CH:24]=2)[S:14][C:15]=1[CH2:16][CH2:17][O:2][N+:1]([O-:4])=[O:3]. The reactants are [N+:1]([O-:4])([OH:3])=[O:2].S(=O)(=O)(O)O.[CH3:10][C:11]1[N:12]=[C:13]([C:19]2[CH:20]=[N:21][CH:22]=[CH:23][CH:24]=2)[S:14][C:15]=1[CH2:16][CH2:17]O.[OH-].[Na+]. The catalyst is O. The yield is 0.410. (7) The product is [O:2]=[C:24]1[N:23]([C:25]([O:27][C:28]([CH3:30])([CH3:31])[CH3:29])=[O:26])[CH:22]([C:32]([O:34][CH3:35])=[O:33])[CH2:21][CH:20]1[O:19][CH2:18][CH2:17][O:16][S:13]([C:10]1[CH:11]=[CH:12][C:7]([CH3:36])=[CH:8][CH:9]=1)(=[O:14])=[O:15]. The catalyst is O.ClCCl.O.[Ru](Cl)(Cl)Cl. The reactants are I([O-])(=O)(=O)=[O:2].[Na+].[C:7]1([CH3:36])[CH:12]=[CH:11][C:10]([S:13]([O:16][CH2:17][CH2:18][O:19][CH:20]2[CH2:24][N:23]([C:25]([O:27][C:28]([CH3:31])([CH3:30])[CH3:29])=[O:26])[CH:22]([C:32]([O:34][CH3:35])=[O:33])[CH2:21]2)(=[O:15])=[O:14])=[CH:9][CH:8]=1. The yield is 0.240. (8) The reactants are Br[C:2]1[CH:3]=[C:4]([N:22]([CH:28]2[CH2:33][CH2:32][O:31][CH2:30][CH2:29]2)[CH2:23][C:24]([F:27])([F:26])[F:25])[C:5]([CH3:21])=[C:6]([CH:20]=1)[C:7]([NH:9][CH2:10][C:11]1[C:12](=[O:19])[NH:13][C:14]([CH3:18])=[CH:15][C:16]=1[CH3:17])=[O:8].CC1(C)C(C)(C)OB([C:42]2[CH:54]=[CH:53][C:45]([CH2:46][N:47]3[CH2:52][CH2:51][O:50][CH2:49][CH2:48]3)=[CH:44][CH:43]=2)O1.C([O-])([O-])=O.[Na+].[Na+]. The catalyst is O1CCOCC1.O.[Pd].C1(P(C2C=CC=CC=2)C2C=CC=CC=2)C=CC=CC=1. The product is [CH3:17][C:16]1[CH:15]=[C:14]([CH3:18])[NH:13][C:12](=[O:19])[C:11]=1[CH2:10][NH:9][C:7]([C:6]1[CH:20]=[C:2]([C:42]2[CH:43]=[CH:44][C:45]([CH2:46][N:47]3[CH2:52][CH2:51][O:50][CH2:49][CH2:48]3)=[CH:53][CH:54]=2)[CH:3]=[C:4]([N:22]([CH:28]2[CH2:33][CH2:32][O:31][CH2:30][CH2:29]2)[CH2:23][C:24]([F:27])([F:26])[F:25])[C:5]=1[CH3:21])=[O:8]. The yield is 0.820. (9) The reactants are C1(C)C=CC(S(O[CH2:11][CH2:12][O:13][CH2:14][CH2:15][O:16][CH2:17][CH2:18][O:19][CH3:20])(=O)=O)=CC=1.C(=O)([O-])[O-].[K+].[K+].[N+:28]([C:31]1[CH:36]=[CH:35][C:34](O)=[CH:33][CH:32]=1)([O-:30])=[O:29].O. The catalyst is CN(C)C=O. The product is [CH3:20][O:19][CH2:18][CH2:17][O:16][CH2:15][CH2:14][O:13][CH2:12][CH2:11][C:34]1[CH:35]=[CH:36][C:31]([N+:28]([O-:30])=[O:29])=[CH:32][CH:33]=1. The yield is 0.730.